The task is: Predict the reaction yield, written as a fraction of the theoretical maximum amount of product (1.0 means a 100% yield; for example, 0.34 means a 34% yield).. This data is from Reaction yield outcomes from USPTO patents with 853,638 reactions. The reactants are [C:1]([O:5][C:6](=[O:22])[NH:7][C@H:8]([C:19](=[S:21])[NH2:20])[CH2:9][C:10]1[CH:15]=[CH:14][C:13]([N+:16]([O-:18])=[O:17])=[CH:12][CH:11]=1)([CH3:4])([CH3:3])[CH3:2].Br[CH2:24][C:25]([C:27]1[CH:32]=[CH:31][CH:30]=[CH:29][CH:28]=1)=O.N1C=CC=CC=1.CC(OC(OC(OC(C)(C)C)=O)=O)(C)C. The catalyst is CC#N.C(OCC)C. The product is [C:1]([O:5][C:6](=[O:22])[NH:7][C@H:8]([C:19]1[S:21][CH:24]=[C:25]([C:27]2[CH:32]=[CH:31][CH:30]=[CH:29][CH:28]=2)[N:20]=1)[CH2:9][C:10]1[CH:15]=[CH:14][C:13]([N+:16]([O-:18])=[O:17])=[CH:12][CH:11]=1)([CH3:4])([CH3:2])[CH3:3]. The yield is 0.390.